This data is from Full USPTO retrosynthesis dataset with 1.9M reactions from patents (1976-2016). The task is: Predict the reactants needed to synthesize the given product. (1) Given the product [Cl:28][C:4]1[CH:3]=[C:2]([C:38]2[CH:39]=[CH:40][C:41]([C:42]([OH:44])=[O:43])=[C:36]([F:35])[CH:37]=2)[CH:7]=[CH:6][C:5]=1[CH:8]([CH3:27])[C:9]([C:15]1[CH:26]=[CH:25][C:18]2[N:19]([CH3:24])[C:20](=[O:23])[N:21]([CH3:22])[C:17]=2[CH:16]=1)([OH:14])[C:10]([F:13])([F:12])[F:11], predict the reactants needed to synthesize it. The reactants are: Br[C:2]1[CH:7]=[CH:6][C:5]([CH:8]([CH3:27])[C:9]([C:15]2[CH:26]=[CH:25][C:18]3[N:19]([CH3:24])[C:20](=[O:23])[N:21]([CH3:22])[C:17]=3[CH:16]=2)([OH:14])[C:10]([F:13])([F:12])[F:11])=[C:4]([Cl:28])[CH:3]=1.C([O-])([O-])=O.[Cs+].[Cs+].[F:35][C:36]1[CH:37]=[C:38](B(O)O)[CH:39]=[CH:40][C:41]=1[C:42]([O:44]C)=[O:43].[Li+].[OH-]. (2) The reactants are: [CH:1]([O:4][C:5]1([C:8]2[CH:13]=[CH:12][C:11]([C:14]#[C:15][C:16]3[CH:26]=[CH:25][C:19]([C:20]([O:22]CC)=[O:21])=[CH:18][CH:17]=3)=[CH:10][C:9]=2[CH3:27])[CH2:7][CH2:6]1)([CH3:3])[CH3:2].[OH-].[Na+]. Given the product [CH:1]([O:4][C:5]1([C:8]2[CH:13]=[CH:12][C:11]([C:14]#[C:15][C:16]3[CH:17]=[CH:18][C:19]([C:20]([OH:22])=[O:21])=[CH:25][CH:26]=3)=[CH:10][C:9]=2[CH3:27])[CH2:6][CH2:7]1)([CH3:3])[CH3:2], predict the reactants needed to synthesize it. (3) The reactants are: F[C:2]1[CH:9]=[CH:8][C:5]([C:6]#[N:7])=[C:4]([N+:10]([O-:12])=[O:11])[CH:3]=1.[NH:13]1[CH2:17][CH2:16][CH2:15][CH2:14]1. Given the product [N+:10]([C:4]1[CH:3]=[C:2]([N:13]2[CH2:17][CH2:16][CH2:15][CH2:14]2)[CH:9]=[CH:8][C:5]=1[C:6]#[N:7])([O-:12])=[O:11], predict the reactants needed to synthesize it. (4) Given the product [N:1]1[N:2]([C:10]2[C:11]([OH:19])=[C:12]([CH:13]=[C:14]([CH3:16])[CH:15]=2)[CH2:17][O:25][C:23](=[O:24])[CH:22]([CH2:20][CH3:21])[CH2:26][CH2:27][CH2:28][CH3:29])[N:3]=[C:4]2[CH:9]=[CH:8][CH:7]=[CH:6][C:5]=12, predict the reactants needed to synthesize it. The reactants are: [N:1]1[N:2]([C:10]2[CH:15]=[C:14]([CH3:16])[CH:13]=[C:12]([CH2:17]Cl)[C:11]=2[OH:19])[N:3]=[C:4]2[CH:9]=[CH:8][CH:7]=[CH:6][C:5]=12.[CH2:20]([CH:22]([CH2:26][CH2:27][CH2:28][CH3:29])[C:23]([OH:25])=[O:24])[CH3:21].C(=O)([O-])[O-].[Na+].[Na+]. (5) The reactants are: [Br:1]Br.[CH3:3][C:4]1[S:5][CH:6]=[C:7]([CH3:12])[C:8]=1[C:9]([OH:11])=[O:10].O. Given the product [Br:1][C:6]1[S:5][C:4]([CH3:3])=[C:8]([C:9]([OH:11])=[O:10])[C:7]=1[CH3:12], predict the reactants needed to synthesize it. (6) Given the product [OH:45][NH:44][C:32](=[O:33])/[CH:31]=[CH:30]/[C:26]1[CH:27]=[CH:28][CH:29]=[C:24](/[CH:23]=[CH:22]/[C:21]([C:17]2[CH:18]=[CH:19][CH:20]=[C:15]([N:12]3[CH2:47][CH2:46][N:9]([CH3:8])[CH2:10][CH2:11]3)[CH:16]=2)=[O:35])[CH:25]=1, predict the reactants needed to synthesize it. The reactants are: FC(F)(F)C(O)=O.[CH3:8][N:9]1CC[N:12]([C:15]2[CH:16]=[C:17]([C:21](=[O:35])/[CH:22]=[CH:23]/[C:24]3[CH:25]=[C:26](/[CH:30]=[CH:31]/[C:32](O)=[O:33])[CH:27]=[CH:28][CH:29]=3)[CH:18]=[CH:19][CH:20]=2)[CH2:11][CH2:10]1.C1C=CC2[N:44]([OH:45])N=NC=2C=1.[CH2:46](Cl)[CH2:47]Cl.NOC1CCCCO1. (7) Given the product [Cl:1][C:2]1[C:7]([C:8]([OH:10])=[O:9])=[CH:6][C:5]([NH:12][C:13]([C:15]2[N:19]([CH3:20])[N:18]=[C:17]([C:21]([F:26])([F:27])[C:22]([F:24])([F:25])[F:23])[C:16]=2[C:28]([F:31])([F:29])[F:30])=[O:14])=[N:4][CH:3]=1, predict the reactants needed to synthesize it. The reactants are: [Cl:1][C:2]1[C:7]([C:8]([O:10]C)=[O:9])=[CH:6][C:5]([NH:12][C:13]([C:15]2[N:19]([CH3:20])[N:18]=[C:17]([C:21]([F:27])([F:26])[C:22]([F:25])([F:24])[F:23])[C:16]=2[C:28]([F:31])([F:30])[F:29])=[O:14])=[N:4][CH:3]=1.[OH-].[Na+]. (8) Given the product [ClH:1].[ClH:1].[CH3:22][N:21]([CH2:20][C:19]([N:16]1[CH2:17][CH2:18][CH:13]([O:12][C:9]2[CH:10]=[C:11]3[C:6](=[CH:7][CH:8]=2)[N:5]=[CH:4][N:3]=[C:2]3[NH:30][C:29]2[CH:31]=[CH:32][C:26]([OH:25])=[CH:27][CH:28]=2)[CH2:14][CH2:15]1)=[O:24])[CH3:23], predict the reactants needed to synthesize it. The reactants are: [Cl:1][C:2]1[C:11]2[C:6](=[CH:7][CH:8]=[C:9]([O:12][CH:13]3[CH2:18][CH2:17][N:16]([C:19](=[O:24])[CH2:20][N:21]([CH3:23])[CH3:22])[CH2:15][CH2:14]3)[CH:10]=2)[N:5]=[CH:4][N:3]=1.[OH:25][C:26]1[CH:32]=[CH:31][C:29]([NH2:30])=[CH:28][CH:27]=1. (9) Given the product [Cl:1][C:2]1[N:7]=[C:6]([C:8]2[CH:9]=[CH:10][C:11]([N:14]([CH2:26][C:27]#[N:28])[S:15]([CH3:18])(=[O:16])=[O:17])=[CH:12][CH:13]=2)[CH:5]=[CH:4][N:3]=1, predict the reactants needed to synthesize it. The reactants are: [Cl:1][C:2]1[N:7]=[C:6]([C:8]2[CH:13]=[CH:12][C:11]([NH:14][S:15]([CH3:18])(=[O:17])=[O:16])=[CH:10][CH:9]=2)[CH:5]=[CH:4][N:3]=1.C(=O)([O-])[O-].[K+].[K+].Br[CH2:26][C:27]#[N:28].